Dataset: NCI-60 drug combinations with 297,098 pairs across 59 cell lines. Task: Regression. Given two drug SMILES strings and cell line genomic features, predict the synergy score measuring deviation from expected non-interaction effect. (1) Drug 1: C1=CC(=C2C(=C1NCCNCCO)C(=O)C3=C(C=CC(=C3C2=O)O)O)NCCNCCO. Drug 2: CC1=C2C(C(=O)C3(C(CC4C(C3C(C(C2(C)C)(CC1OC(=O)C(C(C5=CC=CC=C5)NC(=O)C6=CC=CC=C6)O)O)OC(=O)C7=CC=CC=C7)(CO4)OC(=O)C)O)C)OC(=O)C. Cell line: BT-549. Synergy scores: CSS=47.5, Synergy_ZIP=-4.27, Synergy_Bliss=-6.64, Synergy_Loewe=-4.24, Synergy_HSA=-0.217. (2) Drug 1: C1=CC(=CC=C1CCCC(=O)O)N(CCCl)CCCl. Drug 2: CC(C)NC(=O)C1=CC=C(C=C1)CNNC.Cl. Cell line: PC-3. Synergy scores: CSS=12.4, Synergy_ZIP=-5.39, Synergy_Bliss=-5.05, Synergy_Loewe=-10.8, Synergy_HSA=-7.90.